This data is from Reaction yield outcomes from USPTO patents with 853,638 reactions. The task is: Predict the reaction yield, written as a fraction of the theoretical maximum amount of product (1.0 means a 100% yield; for example, 0.34 means a 34% yield). The reactants are [C:1]([C:5]1[N:10]=[C:9]([N:11]2[CH2:16][CH2:15][N:14]([CH2:17][CH2:18][CH2:19][CH2:20][NH2:21])[CH2:13][CH2:12]2)[CH:8]=[C:7]([C:22]([F:25])([F:24])[F:23])[N:6]=1)([CH3:4])([CH3:3])[CH3:2].C1N=CN([C:31]([N:33]2[CH:37]=N[CH:35]=[CH:34]2)=[O:32])C=1.C1[C:46]2[C:41](=[CH:42][CH:43]=C[CH:45]=2)CN1. The catalyst is C(Cl)(Cl)Cl.CO. The product is [C:1]([C:5]1[N:10]=[C:9]([N:11]2[CH2:16][CH2:15][N:14]([CH2:17][CH2:18][CH2:19][CH2:20][NH:21][C:31]([N:33]3[CH2:34][C:35]4[C:43](=[CH:42][CH:41]=[CH:46][CH:45]=4)[CH2:37]3)=[O:32])[CH2:13][CH2:12]2)[CH:8]=[C:7]([C:22]([F:24])([F:25])[F:23])[N:6]=1)([CH3:4])([CH3:2])[CH3:3]. The yield is 0.280.